Dataset: Catalyst prediction with 721,799 reactions and 888 catalyst types from USPTO. Task: Predict which catalyst facilitates the given reaction. (1) Reactant: Br[C:2]1[CH:11]=[CH:10][C:9]([N:12]([CH3:14])[CH3:13])=[CH:8][C:3]=1[C:4]([O:6][CH3:7])=[O:5].[NH4+].[OH-].[CH3:17][N:18](C=O)C. Product: [C:17]([C:2]1[CH:11]=[CH:10][C:9]([N:12]([CH3:14])[CH3:13])=[CH:8][C:3]=1[C:4]([O:6][CH3:7])=[O:5])#[N:18]. The catalyst class is: 380. (2) Reactant: [Cl:1][C:2]1[N:7]=[CH:6][C:5]([S:8](Cl)(=[O:10])=[O:9])=[CH:4][C:3]=1[CH3:12].[CH2:13]([N:15](CC)[CH2:16]C)C.CNC. Product: [CH3:13][N:15]([CH3:16])[S:8]([C:5]1[CH:6]=[N:7][C:2]([Cl:1])=[C:3]([CH3:12])[CH:4]=1)(=[O:10])=[O:9]. The catalyst class is: 2. (3) Reactant: [CH2:1]([O:8][CH2:9][CH2:10][CH2:11][C@H:12]([C:21]1[C:25]2[CH2:26][CH2:27][CH2:28][CH:29]([CH2:30][CH2:31][CH:32]([CH3:34])[CH3:33])[C:24]=2[O:23][N:22]=1)[CH2:13][C:14]([O:16]C(C)(C)C)=[O:15])[C:2]1[CH:7]=[CH:6][CH:5]=[CH:4][CH:3]=1.C(Cl)(Cl)Cl.FC(F)(F)C(O)=O. Product: [CH2:1]([O:8][CH2:9][CH2:10][CH2:11][C@H:12]([C:21]1[C:25]2[CH2:26][CH2:27][CH2:28][CH:29]([CH2:30][CH2:31][CH:32]([CH3:34])[CH3:33])[C:24]=2[O:23][N:22]=1)[CH2:13][C:14]([OH:16])=[O:15])[C:2]1[CH:3]=[CH:4][CH:5]=[CH:6][CH:7]=1. The catalyst class is: 11. (4) Reactant: Cl.C([O:4][CH2:5][CH2:6][O:7][NH:8][C:9]([C:11]1[C:20]([NH:21][C:22]2[CH:27]=[CH:26][C:25]([Br:28])=[CH:24][C:23]=2[Cl:29])=[C:19]([F:30])[C:14]2[N:15]=[CH:16][N:17]([CH3:18])[C:13]=2[CH:12]=1)=[O:10])=C. Product: [OH:4][CH2:5][CH2:6][O:7][NH:8][C:9]([C:11]1[C:20]([NH:21][C:22]2[CH:27]=[CH:26][C:25]([Br:28])=[CH:24][C:23]=2[Cl:29])=[C:19]([F:30])[C:14]2[N:15]=[CH:16][N:17]([CH3:18])[C:13]=2[CH:12]=1)=[O:10]. The catalyst class is: 8. (5) Reactant: [NH2:1][C:2]1[CH:17]=[CH:16][CH:15]=[CH:14][C:3]=1[C:4]([NH:6][C:7]1[CH:12]=[CH:11][C:10]([Cl:13])=[CH:9][CH:8]=1)=[O:5].[N:18]1([C:24]2[CH:31]=[CH:30][C:27]([CH:28]=O)=[CH:26][N:25]=2)[CH2:23][CH2:22][CH2:21][CH2:20][CH2:19]1. Product: [Cl:13][C:10]1[CH:11]=[CH:12][C:7]([N:6]2[C:4](=[O:5])[C:3]3[C:2](=[CH:17][CH:16]=[CH:15][CH:14]=3)[N:1]=[C:28]2[C:27]2[CH:26]=[N:25][C:24]([N:18]3[CH2:23][CH2:22][CH2:21][CH2:20][CH2:19]3)=[CH:31][CH:30]=2)=[CH:8][CH:9]=1. The catalyst class is: 14. (6) Reactant: [NH:1]1[C:5]([C:6]2[CH:11]=[CH:10][CH:9]=[CH:8][C:7]=2[C:12]2[CH:17]=[CH:16][C:15]([CH:18]=O)=[CH:14][CH:13]=2)=[N:4][N:3]=[N:2]1.[NH2:20][C@H:21]([C:25]([OH:27])=[O:26])[CH:22]([CH3:24])[CH3:23].[OH-].[Na+]. Product: [CH3:23][CH:22]([CH3:24])[C@H:21]([NH:20][CH2:18][C:15]1[CH:14]=[CH:13][C:12]([C:7]2[CH:8]=[CH:9][CH:10]=[CH:11][C:6]=2[C:5]2[NH:1][N:2]=[N:3][N:4]=2)=[CH:17][CH:16]=1)[C:25]([OH:27])=[O:26]. The catalyst class is: 5. (7) Reactant: [NH2:1][C:2]1[C:3]([SH:12])=[N:4][C:5]([NH:8][CH:9]([CH3:11])[CH3:10])=[CH:6][CH:7]=1.[C:13]1(=[O:19])[O:18][C:16](=[O:17])[CH2:15][CH2:14]1. Product: [CH:9]([NH:8][C:5]1[N:4]=[C:3]([SH:12])[C:2]([NH:1][C:13](=[O:19])[CH2:14][CH2:15][C:16]([OH:18])=[O:17])=[CH:7][CH:6]=1)([CH3:10])[CH3:11]. The catalyst class is: 11. (8) Reactant: [OH:1][C:2]1[C:9]([CH3:10])=[CH:8][C:5]([CH:6]=[O:7])=[CH:4][C:3]=1[CH3:11].[F:12][C:13]([F:26])([F:25])[S:14](O[S:14]([C:13]([F:26])([F:25])[F:12])(=[O:16])=[O:15])(=[O:16])=[O:15]. Product: [CH:6]([C:5]1[CH:4]=[C:3]([CH3:11])[C:2]([O:1][S:14]([C:13]([F:26])([F:25])[F:12])(=[O:16])=[O:15])=[C:9]([CH3:10])[CH:8]=1)=[O:7]. The catalyst class is: 202.